Dataset: NCI-60 drug combinations with 297,098 pairs across 59 cell lines. Task: Regression. Given two drug SMILES strings and cell line genomic features, predict the synergy score measuring deviation from expected non-interaction effect. (1) Drug 1: C1CCN(CC1)CCOC2=CC=C(C=C2)C(=O)C3=C(SC4=C3C=CC(=C4)O)C5=CC=C(C=C5)O. Cell line: OVCAR-4. Synergy scores: CSS=19.2, Synergy_ZIP=-0.321, Synergy_Bliss=-2.12, Synergy_Loewe=-33.4, Synergy_HSA=-4.90. Drug 2: CC1=C2C(C(=O)C3(C(CC4C(C3C(C(C2(C)C)(CC1OC(=O)C(C(C5=CC=CC=C5)NC(=O)OC(C)(C)C)O)O)OC(=O)C6=CC=CC=C6)(CO4)OC(=O)C)O)C)O. (2) Drug 1: CC1=C(C=C(C=C1)NC2=NC=CC(=N2)N(C)C3=CC4=NN(C(=C4C=C3)C)C)S(=O)(=O)N.Cl. Drug 2: C1=CC(=C2C(=C1NCCNCCO)C(=O)C3=C(C=CC(=C3C2=O)O)O)NCCNCCO. Cell line: HOP-62. Synergy scores: CSS=65.6, Synergy_ZIP=13.0, Synergy_Bliss=9.46, Synergy_Loewe=-15.7, Synergy_HSA=10.6. (3) Drug 1: C1=CC(=CC=C1CCC2=CNC3=C2C(=O)NC(=N3)N)C(=O)NC(CCC(=O)O)C(=O)O. Drug 2: C1=NC2=C(N=C(N=C2N1C3C(C(C(O3)CO)O)O)F)N. Cell line: A549. Synergy scores: CSS=42.3, Synergy_ZIP=0.269, Synergy_Bliss=0.878, Synergy_Loewe=-28.2, Synergy_HSA=0.522. (4) Drug 1: COC1=C(C=C2C(=C1)N=CN=C2NC3=CC(=C(C=C3)F)Cl)OCCCN4CCOCC4. Drug 2: CN(C(=O)NC(C=O)C(C(C(CO)O)O)O)N=O. Cell line: MDA-MB-231. Synergy scores: CSS=19.9, Synergy_ZIP=-4.24, Synergy_Bliss=0.222, Synergy_Loewe=2.54, Synergy_HSA=3.25. (5) Drug 1: C1CC(=O)NC(=O)C1N2C(=O)C3=CC=CC=C3C2=O. Drug 2: C(CN)CNCCSP(=O)(O)O. Cell line: NCI-H522. Synergy scores: CSS=-3.83, Synergy_ZIP=0.705, Synergy_Bliss=-0.0973, Synergy_Loewe=-3.46, Synergy_HSA=-2.81. (6) Drug 1: C1=CN(C=N1)CC(O)(P(=O)(O)O)P(=O)(O)O. Drug 2: CC1CCCC2(C(O2)CC(NC(=O)CC(C(C(=O)C(C1O)C)(C)C)O)C(=CC3=CSC(=N3)C)C)C. Cell line: NCI-H322M. Synergy scores: CSS=31.5, Synergy_ZIP=1.28, Synergy_Bliss=0.254, Synergy_Loewe=-22.4, Synergy_HSA=-0.644. (7) Drug 1: CC1C(C(CC(O1)OC2CC(CC3=C2C(=C4C(=C3O)C(=O)C5=C(C4=O)C(=CC=C5)OC)O)(C(=O)C)O)N)O.Cl. Drug 2: C1CCC(CC1)NC(=O)N(CCCl)N=O. Cell line: K-562. Synergy scores: CSS=25.0, Synergy_ZIP=-14.3, Synergy_Bliss=-5.15, Synergy_Loewe=-6.27, Synergy_HSA=-2.77. (8) Drug 1: COC1=CC(=CC(=C1O)OC)C2C3C(COC3=O)C(C4=CC5=C(C=C24)OCO5)OC6C(C(C7C(O6)COC(O7)C8=CC=CS8)O)O. Drug 2: CS(=O)(=O)OCCCCOS(=O)(=O)C. Cell line: SK-OV-3. Synergy scores: CSS=33.4, Synergy_ZIP=-6.99, Synergy_Bliss=2.16, Synergy_Loewe=-67.5, Synergy_HSA=2.21. (9) Drug 1: C1=NC2=C(N1)C(=S)N=C(N2)N. Drug 2: C1CN(CCN1C(=O)CCBr)C(=O)CCBr. Cell line: SK-MEL-28. Synergy scores: CSS=17.6, Synergy_ZIP=-4.57, Synergy_Bliss=0.941, Synergy_Loewe=-1.19, Synergy_HSA=-0.907.